This data is from Forward reaction prediction with 1.9M reactions from USPTO patents (1976-2016). The task is: Predict the product of the given reaction. (1) Given the reactants [Li]CCCC.Br[C:7]1[C:12]([CH:13]2OCC[O:14]2)=[C:11]([F:18])[C:10]([O:19][CH2:20][CH3:21])=[CH:9][CH:8]=1.[B:22](OC)([O:25]C)[O:23]C, predict the reaction product. The product is: [CH2:20]([O:19][C:10]1[CH:9]=[CH:8][C:7]([B:22]([OH:25])[OH:23])=[C:12]([CH:13]=[O:14])[C:11]=1[F:18])[CH3:21]. (2) Given the reactants [Br:1][C:2]1[C:8]([CH3:9])=[CH:7][C:5]([NH2:6])=[C:4]([N+:10]([O-])=O)[CH:3]=1.O.O.[Sn](Cl)Cl.O.C(=O)([O-])O.[Na+], predict the reaction product. The product is: [Br:1][C:2]1[CH:3]=[C:4]([NH2:10])[C:5]([NH2:6])=[CH:7][C:8]=1[CH3:9].